This data is from NCI-60 drug combinations with 297,098 pairs across 59 cell lines. The task is: Regression. Given two drug SMILES strings and cell line genomic features, predict the synergy score measuring deviation from expected non-interaction effect. Drug 1: CN(C)C1=NC(=NC(=N1)N(C)C)N(C)C. Drug 2: C1=NC2=C(N1)C(=S)N=CN2. Cell line: NCI-H226. Synergy scores: CSS=-6.70, Synergy_ZIP=-8.09, Synergy_Bliss=-19.2, Synergy_Loewe=-44.4, Synergy_HSA=-21.4.